This data is from Forward reaction prediction with 1.9M reactions from USPTO patents (1976-2016). The task is: Predict the product of the given reaction. Given the reactants [H-].[Al+3].[Li+].[H-].[H-].[H-].[CH:7]1[N:8]=[CH:9][N:10]2[CH:15]=[CH:14][CH:13]=[C:12]([C:16](OCC)=[O:17])[C:11]=12.O.[OH-].[Na+], predict the reaction product. The product is: [CH:7]1[N:8]=[CH:9][N:10]2[CH:15]=[CH:14][CH:13]=[C:12]([CH2:16][OH:17])[C:11]=12.